Dataset: Full USPTO retrosynthesis dataset with 1.9M reactions from patents (1976-2016). Task: Predict the reactants needed to synthesize the given product. (1) Given the product [CH3:1][N:2]1[CH2:7][CH2:6][C:5]([C:8]2[CH:13]=[CH:12][CH:11]=[CH:10][CH:9]=2)([C:14]#[N:15])[CH2:4][CH2:3]1, predict the reactants needed to synthesize it. The reactants are: [CH3:1][N:2]1[CH2:7][CH2:6][C:5]([CH2:14][N:15]2CCNCC2)([C:8]2[CH:13]=[CH:12][CH:11]=[CH:10][CH:9]=2)[CH2:4][CH2:3]1.C1(C(N=C=O)C2C=CC=CC=2)C=CC=CC=1. (2) Given the product [Cl:1][C:2]1[CH:10]=[CH:9][C:8]2[N:7]([CH2:11]/[C:12](/[C:14]3[CH:19]=[CH:18][C:17]([F:20])=[CH:16][CH:15]=3)=[CH:21]/[CH2:22][CH2:23][OH:30])[C:6]3[CH2:24][CH2:25][N:26]([CH3:28])[CH2:27][C:5]=3[C:4]=2[CH:3]=1, predict the reactants needed to synthesize it. The reactants are: [Cl:1][C:2]1[CH:10]=[CH:9][C:8]2[N:7]([CH2:11][C:12]([CH:21]3[CH2:23][CH2:22]3)([C:14]3[CH:19]=[CH:18][C:17]([F:20])=[C:16]=[C:15]=3)O)[C:6]3[CH2:24][CH2:25][N:26]([CH3:28])[CH2:27][C:5]=3[C:4]=2[CH:3]=1.S(=O)(=O)(O)[OH:30]. (3) Given the product [CH2:18]([O:17][C:16](=[O:20])[O-:23])[CH3:19].[CH3:1][N+:2]([CH3:15])([CH2:21][CH3:22])[CH2:3][CH2:4][CH2:5][CH2:6][CH2:7][CH2:8][CH2:9][CH2:10][CH2:11][CH2:12][CH2:13][CH3:14], predict the reactants needed to synthesize it. The reactants are: [CH3:1][N:2]([CH3:15])[CH2:3][CH2:4][CH2:5][CH2:6][CH2:7][CH2:8][CH2:9][CH2:10][CH2:11][CH2:12][CH2:13][CH3:14].[C:16](=[O:23])([O:20][CH2:21][CH3:22])[O:17][CH2:18][CH3:19]. (4) Given the product [OH:23][C:15]1[C:16]2[CH:22]=[CH:21][N:20]=[CH:19][C:17]=2[N:18]=[C:13]([O:12][C:10]2[CH:9]=[N:8][N:7]([C@@H:3]3[CH2:4][CH2:5][CH2:6][N:1]([C:32](=[O:31])[CH2:33][C:34]#[N:35])[CH2:2]3)[CH:11]=2)[N:14]=1, predict the reactants needed to synthesize it. The reactants are: [NH:1]1[CH2:6][CH2:5][CH2:4][C@@H:3]([N:7]2[CH:11]=[C:10]([O:12][C:13]3[N:14]=[C:15]([OH:23])[C:16]4[CH:22]=[CH:21][N:20]=[CH:19][C:17]=4[N:18]=3)[CH:9]=[N:8]2)[CH2:2]1.O=C1CCC(=O)N1[O:31][C:32](=O)[CH2:33][C:34]#[N:35].